This data is from NCI-60 drug combinations with 297,098 pairs across 59 cell lines. The task is: Regression. Given two drug SMILES strings and cell line genomic features, predict the synergy score measuring deviation from expected non-interaction effect. (1) Drug 1: CCC1=C2CN3C(=CC4=C(C3=O)COC(=O)C4(CC)O)C2=NC5=C1C=C(C=C5)O. Drug 2: C(CN)CNCCSP(=O)(O)O. Cell line: OVCAR-5. Synergy scores: CSS=21.7, Synergy_ZIP=-5.55, Synergy_Bliss=-0.754, Synergy_Loewe=-29.2, Synergy_HSA=-0.429. (2) Synergy scores: CSS=64.6, Synergy_ZIP=-0.404, Synergy_Bliss=-0.128, Synergy_Loewe=-22.9, Synergy_HSA=1.04. Cell line: OVCAR3. Drug 1: C1=C(C(=O)NC(=O)N1)F. Drug 2: C1=NNC2=C1C(=O)NC=N2. (3) Drug 1: C1=CC=C(C(=C1)C(C2=CC=C(C=C2)Cl)C(Cl)Cl)Cl. Drug 2: CC(C)NC(=O)C1=CC=C(C=C1)CNNC.Cl. Cell line: SN12C. Synergy scores: CSS=-2.18, Synergy_ZIP=0.903, Synergy_Bliss=0.169, Synergy_Loewe=0.517, Synergy_HSA=-0.0680. (4) Drug 1: CC1=C2C(C(=O)C3(C(CC4C(C3C(C(C2(C)C)(CC1OC(=O)C(C(C5=CC=CC=C5)NC(=O)OC(C)(C)C)O)O)OC(=O)C6=CC=CC=C6)(CO4)OC(=O)C)O)C)O. Drug 2: CNC(=O)C1=NC=CC(=C1)OC2=CC=C(C=C2)NC(=O)NC3=CC(=C(C=C3)Cl)C(F)(F)F. Cell line: OVCAR-4. Synergy scores: CSS=14.1, Synergy_ZIP=5.00, Synergy_Bliss=7.23, Synergy_Loewe=6.98, Synergy_HSA=6.08. (5) Drug 1: C1=C(C(=O)NC(=O)N1)F. Drug 2: CC1=C(C=C(C=C1)NC(=O)C2=CC=C(C=C2)CN3CCN(CC3)C)NC4=NC=CC(=N4)C5=CN=CC=C5. Cell line: SK-OV-3. Synergy scores: CSS=33.6, Synergy_ZIP=12.2, Synergy_Bliss=11.4, Synergy_Loewe=6.79, Synergy_HSA=8.80. (6) Drug 1: C(=O)(N)NO. Drug 2: C#CCC(CC1=CN=C2C(=N1)C(=NC(=N2)N)N)C3=CC=C(C=C3)C(=O)NC(CCC(=O)O)C(=O)O. Cell line: HCC-2998. Synergy scores: CSS=8.70, Synergy_ZIP=-0.970, Synergy_Bliss=3.63, Synergy_Loewe=0.167, Synergy_HSA=0.812. (7) Drug 1: C1=NC2=C(N=C(N=C2N1C3C(C(C(O3)CO)O)F)Cl)N. Drug 2: CC(C)NC(=O)C1=CC=C(C=C1)CNNC.Cl. Cell line: RXF 393. Synergy scores: CSS=-2.76, Synergy_ZIP=1.07, Synergy_Bliss=0.898, Synergy_Loewe=-2.66, Synergy_HSA=-2.08.